Task: Predict the reactants needed to synthesize the given product.. Dataset: Full USPTO retrosynthesis dataset with 1.9M reactions from patents (1976-2016) The reactants are: CO.CN(C)C[CH:6]1[CH2:15][CH2:14][C:13]2[C:8](=[CH:9][CH:10]=[CH:11][CH:12]=2)[CH2:7]1.[CH3:17][NH:18][CH3:19]. Given the product [CH3:17][N:18]([CH3:19])[CH:6]1[CH2:15][CH2:14][C:13]2[C:8](=[CH:9][CH:10]=[CH:11][CH:12]=2)[CH2:7]1, predict the reactants needed to synthesize it.